From a dataset of Forward reaction prediction with 1.9M reactions from USPTO patents (1976-2016). Predict the product of the given reaction. (1) Given the reactants [Br:1][C:2]1[CH:7]=[CH:6][C:5](F)=[C:4]([N+:9]([O-:11])=[O:10])[CH:3]=1.[F:12][C:13]([F:24])([F:23])[CH2:14][CH2:15][NH:16][CH:17]1[CH2:22][CH2:21][CH2:20][CH2:19][CH2:18]1.C(N(CC)C(C)C)(C)C.CCOC(C)=O, predict the reaction product. The product is: [Br:1][C:2]1[CH:7]=[CH:6][C:5]([N:16]([CH:17]2[CH2:22][CH2:21][CH2:20][CH2:19][CH2:18]2)[CH2:15][CH2:14][C:13]([F:12])([F:23])[F:24])=[C:4]([N+:9]([O-:11])=[O:10])[CH:3]=1. (2) Given the reactants O[C:2]1[CH:7]=[CH:6][CH:5]=[CH:4][C:3]=1[NH:8][C:9]([C:11]1([C:14]([O:16][CH3:17])=[O:15])[CH2:13][CH2:12]1)=[O:10].C1(P(C2C=CC=CC=2)C2C=CC=CC=2)C=CC=CC=1.CC(OC(/N=N/C(OC(C)C)=O)=O)C, predict the reaction product. The product is: [O:10]1[C:2]2[CH:7]=[CH:6][CH:5]=[CH:4][C:3]=2[N:8]=[C:9]1[C:11]1([C:14]([O:16][CH3:17])=[O:15])[CH2:13][CH2:12]1. (3) Given the reactants CC(C)=O.C(OCC)(=O)C.O.[ClH:12].[OH:13][C:14]([C:44]1[CH:49]=[CH:48][CH:47]=[CH:46][CH:45]=1)([C:38]1[CH:43]=[CH:42][CH:41]=[CH:40][CH:39]=1)[CH:15]1[CH2:20][CH2:19][N:18]([CH2:21][CH2:22][CH2:23][CH:24]([C:26]2[CH:31]=[CH:30][C:29]([C:32]([CH3:37])([CH3:36])[C:33]([OH:35])=[O:34])=[CH:28][CH:27]=2)[OH:25])[CH2:17][CH2:16]1, predict the reaction product. The product is: [ClH:12].[OH:13][C:14]([C:44]1[CH:45]=[CH:46][CH:47]=[CH:48][CH:49]=1)([C:38]1[CH:39]=[CH:40][CH:41]=[CH:42][CH:43]=1)[CH:15]1[CH2:20][CH2:19][N:18]([CH2:21][CH2:22][CH2:23][CH:24]([C:26]2[CH:31]=[CH:30][C:29]([C:32]([CH3:37])([CH3:36])[C:33]([OH:35])=[O:34])=[CH:28][CH:27]=2)[OH:25])[CH2:17][CH2:16]1. (4) Given the reactants [CH2:1]([OH:5])[CH2:2][CH2:3][OH:4].CC([O-])(C)C.[K+].[F:12][C:13]1[CH:18]=[C:17]([F:19])[C:16]([F:20])=[CH:15][C:14]=1F.[Cl-].[Na+], predict the reaction product. The product is: [F:12][C:13]1[CH:18]=[C:17]([F:19])[C:16]([F:20])=[CH:15][C:14]=1[O:4][CH2:3][CH2:2][CH2:1][OH:5]. (5) The product is: [C:30]([C:2]1[C:11]([O:12][CH3:13])=[CH:10][C:5]([C:6]([NH:8][CH3:9])=[O:7])=[CH:4][C:3]=1[CH2:14][CH2:15][C:16]1[CH:17]=[N:18][C:19]([NH:22][C:23]2[CH:24]=[N:25][N:26]([CH2:28][CH3:29])[CH:27]=2)=[N:20][CH:21]=1)#[N:31]. Given the reactants Br[C:2]1[C:11]([O:12][CH3:13])=[CH:10][C:5]([C:6]([NH:8][CH3:9])=[O:7])=[CH:4][C:3]=1/[CH:14]=[CH:15]/[C:16]1[CH:17]=[N:18][C:19]([NH:22][C:23]2[CH:24]=[N:25][N:26]([CH2:28][CH3:29])[CH:27]=2)=[N:20][CH:21]=1.[CH3:30][N:31](C=O)C, predict the reaction product. (6) The product is: [Cl:1][C:2]1[CH:23]=[C:22]([C:24]([NH:26][CH2:27][C:28]2[CH:33]=[CH:32][CH:31]=[C:30]([OH:34])[CH:29]=2)=[O:25])[CH:21]=[CH:20][C:3]=1[C:4]([NH:6][C@H:7]([C:17]([O:19][CH2:45][CH2:46][N:47]([CH3:49])[CH3:48])=[O:18])[CH2:8][NH:9][C:10]([C:12]1[S:13][CH:14]=[CH:15][CH:16]=1)=[O:11])=[O:5]. Given the reactants [Cl:1][C:2]1[CH:23]=[C:22]([C:24]([NH:26][CH2:27][C:28]2[CH:33]=[CH:32][CH:31]=[C:30]([OH:34])[CH:29]=2)=[O:25])[CH:21]=[CH:20][C:3]=1[C:4]([NH:6][C@H:7]([C:17]([OH:19])=[O:18])[CH2:8][NH:9][C:10]([C:12]1[S:13][CH:14]=[CH:15][CH:16]=1)=[O:11])=[O:5].C(=O)([O-])[O-].[K+].[K+].[I-].[K+].Cl.Cl[CH2:45][CH2:46][N:47]([CH3:49])[CH3:48], predict the reaction product.